Dataset: Full USPTO retrosynthesis dataset with 1.9M reactions from patents (1976-2016). Task: Predict the reactants needed to synthesize the given product. Given the product [C:1]([O:5][C:6]([C:8]1[N:13]=[C:12]([CH:14]2[CH2:15][CH2:16][N:17]([C:20]([O:22][C:23]([CH3:26])([CH3:25])[CH3:24])=[O:21])[CH2:18][CH2:19]2)[CH:11]=[CH:10][CH:9]=1)=[O:7])([CH3:4])([CH3:3])[CH3:2], predict the reactants needed to synthesize it. The reactants are: [C:1]([O:5][C:6]([C:8]1[N:13]=[C:12]([C:14]2[CH2:15][CH2:16][N:17]([C:20]([O:22][C:23]([CH3:26])([CH3:25])[CH3:24])=[O:21])[CH2:18][CH:19]=2)[CH:11]=[CH:10][CH:9]=1)=[O:7])([CH3:4])([CH3:3])[CH3:2].[H][H].